Dataset: hERG Central: cardiac toxicity at 1µM, 10µM, and general inhibition. Task: Predict hERG channel inhibition at various concentrations. (1) The compound is COc1ccccc1C(=O)Nc1ccnn1C1CCN(Cc2cnn(C)c2)CC1. Results: hERG_inhib (hERG inhibition (general)): blocker. (2) The drug is COc1ccc(CN2CCCC(CNC(=O)c3ccc(F)cc3)C2)c(C)c1C. Results: hERG_inhib (hERG inhibition (general)): blocker.